This data is from Peptide-MHC class II binding affinity with 134,281 pairs from IEDB. The task is: Regression. Given a peptide amino acid sequence and an MHC pseudo amino acid sequence, predict their binding affinity value. This is MHC class II binding data. (1) The peptide sequence is INKWQVVAPQLPADL. The MHC is DRB1_0901 with pseudo-sequence DRB1_0901. The binding affinity (normalized) is 0.581. (2) The peptide sequence is RDGHEKPMNVQSLGW. The MHC is DRB1_0701 with pseudo-sequence DRB1_0701. The binding affinity (normalized) is 0.334. (3) The peptide sequence is TTEEQKLIEDINVGF. The MHC is DRB1_1001 with pseudo-sequence DRB1_1001. The binding affinity (normalized) is 0.317. (4) The peptide sequence is AAATAGTTVYGAWAA. The MHC is HLA-DPA10103-DPB10601 with pseudo-sequence HLA-DPA10103-DPB10601. The binding affinity (normalized) is 0. (5) The binding affinity (normalized) is 0.429. The peptide sequence is HLLRTDSIFKANDGV. The MHC is DRB1_0101 with pseudo-sequence DRB1_0101. (6) The peptide sequence is LSPISNMVSMANNHV. The MHC is DRB1_0404 with pseudo-sequence DRB1_0404. The binding affinity (normalized) is 0.128. (7) The peptide sequence is GCAINFGKRELKCGD. The MHC is HLA-DQA10303-DQB10402 with pseudo-sequence HLA-DQA10303-DQB10402. The binding affinity (normalized) is 0.